This data is from NCI-60 drug combinations with 297,098 pairs across 59 cell lines. The task is: Regression. Given two drug SMILES strings and cell line genomic features, predict the synergy score measuring deviation from expected non-interaction effect. (1) Drug 1: CC1OCC2C(O1)C(C(C(O2)OC3C4COC(=O)C4C(C5=CC6=C(C=C35)OCO6)C7=CC(=C(C(=C7)OC)O)OC)O)O. Drug 2: C1=CN(C(=O)N=C1N)C2C(C(C(O2)CO)O)O.Cl. Cell line: IGROV1. Synergy scores: CSS=27.3, Synergy_ZIP=-0.808, Synergy_Bliss=-1.35, Synergy_Loewe=1.17, Synergy_HSA=2.19. (2) Drug 1: C1=NC2=C(N1)C(=S)N=C(N2)N. Drug 2: CC(C)NC(=O)C1=CC=C(C=C1)CNNC.Cl. Cell line: SR. Synergy scores: CSS=66.6, Synergy_ZIP=7.10, Synergy_Bliss=7.67, Synergy_Loewe=-1.30, Synergy_HSA=8.98. (3) Drug 1: C1=CN(C(=O)N=C1N)C2C(C(C(O2)CO)O)O.Cl. Drug 2: CC=C1C(=O)NC(C(=O)OC2CC(=O)NC(C(=O)NC(CSSCCC=C2)C(=O)N1)C(C)C)C(C)C. Cell line: HCT-15. Synergy scores: CSS=8.55, Synergy_ZIP=-5.74, Synergy_Bliss=2.41, Synergy_Loewe=-0.227, Synergy_HSA=0.160. (4) Drug 1: C1CCN(CC1)CCOC2=CC=C(C=C2)C(=O)C3=C(SC4=C3C=CC(=C4)O)C5=CC=C(C=C5)O. Drug 2: CC12CCC3C(C1CCC2OP(=O)(O)O)CCC4=C3C=CC(=C4)OC(=O)N(CCCl)CCCl.[Na+]. Cell line: KM12. Synergy scores: CSS=-4.10, Synergy_ZIP=7.96, Synergy_Bliss=8.83, Synergy_Loewe=2.28, Synergy_HSA=1.39.